Dataset: Forward reaction prediction with 1.9M reactions from USPTO patents (1976-2016). Task: Predict the product of the given reaction. (1) Given the reactants [CH3:1][C:2]1[CH:3]=[CH:4][CH:5]=[C:6]2[C:11]=1[CH:10]=[N:9][C:8]([OH:12])=[CH:7]2.C(N(CC)CC)C.[F:20][C:21]([F:34])([F:33])[S:22](O[S:22]([C:21]([F:34])([F:33])[F:20])(=[O:24])=[O:23])(=[O:24])=[O:23], predict the reaction product. The product is: [CH3:1][C:2]1[CH:3]=[CH:4][CH:5]=[C:6]2[C:11]=1[CH:10]=[N:9][C:8]([O:12][S:22]([C:21]([F:34])([F:33])[F:20])(=[O:24])=[O:23])=[CH:7]2. (2) Given the reactants [Cl-].[C:2]([O:6][C:7](=[O:10])[CH2:8][Zn+])([CH3:5])([CH3:4])[CH3:3].CCOCC.Br[C:17]1[C:43]([F:44])=[CH:42][C:20]([O:21][CH2:22][CH2:23][C@@H:24]2[CH2:26][C@@H:25]2[CH:27]2[CH2:32][CH2:31][N:30]([C:33]3[N:38]=[CH:37][C:36]([O:39][CH2:40][CH3:41])=[CH:35][N:34]=3)[CH2:29][CH2:28]2)=[CH:19][C:18]=1[F:45].CC(C1C=C(C(C)C)C(C2C=CC=CC=2P(C2CCCCC2)C2CCCCC2)=C(C(C)C)C=1)C, predict the reaction product. The product is: [CH2:40]([O:39][C:36]1[CH:35]=[N:34][C:33]([N:30]2[CH2:29][CH2:28][CH:27]([C@H:25]3[CH2:26][C@H:24]3[CH2:23][CH2:22][O:21][C:20]3[CH:42]=[C:43]([F:44])[C:17]([CH2:8][C:7]([O:6][C:2]([CH3:5])([CH3:4])[CH3:3])=[O:10])=[C:18]([F:45])[CH:19]=3)[CH2:32][CH2:31]2)=[N:38][CH:37]=1)[CH3:41]. (3) Given the reactants Cl.[NH2:2][CH2:3][C:4]1[CH:12]=[CH:11][CH:10]=[C:9]2[C:5]=1[CH2:6][N:7]([CH:14]1[CH2:19][CH2:18][C:17](=[O:20])[NH:16][C:15]1=[O:21])[C:8]2=[O:13].[C:22]([C:24]1[CH:25]=[C:26]([CH:30]=[CH:31][CH:32]=1)[C:27](Cl)=[O:28])#[N:23].C(N(CC)CC)C, predict the reaction product. The product is: [C:22]([C:24]1[CH:25]=[C:26]([CH:30]=[CH:31][CH:32]=1)[C:27]([NH:2][CH2:3][C:4]1[CH:12]=[CH:11][CH:10]=[C:9]2[C:5]=1[CH2:6][N:7]([CH:14]1[CH2:19][CH2:18][C:17](=[O:20])[NH:16][C:15]1=[O:21])[C:8]2=[O:13])=[O:28])#[N:23].